Predict the product of the given reaction. From a dataset of Forward reaction prediction with 1.9M reactions from USPTO patents (1976-2016). (1) Given the reactants Cl[C:2]1[C:7]([C:8]#[N:9])=[C:6]([C:10]2[CH:15]=[CH:14][C:13]([O:16][C:17]3[CH:22]=[CH:21][CH:20]=[CH:19][CH:18]=3)=[CH:12][CH:11]=2)[N:5]=[C:4]([NH:23][C:24]2[CH:28]=[CH:27][N:26]([CH2:29][C:30]([OH:32])=O)[N:25]=2)[CH:3]=1.[CH3:33][NH:34][CH3:35].CN(C(O[N:44]1[N:52]=NC2C=CC=NC1=2)=[N+](C)C)C.F[P-](F)(F)(F)(F)F.NN, predict the reaction product. The product is: [NH2:9][C:8]1[C:7]2[C:6]([C:10]3[CH:15]=[CH:14][C:13]([O:16][C:17]4[CH:22]=[CH:21][CH:20]=[CH:19][CH:18]=4)=[CH:12][CH:11]=3)=[N:5][C:4]([NH:23][C:24]3[CH:28]=[CH:27][N:26]([CH2:29][C:30]([N:34]([CH3:35])[CH3:33])=[O:32])[N:25]=3)=[CH:3][C:2]=2[NH:52][N:44]=1. (2) The product is: [OH:2][CH2:1][C:3]1[CH:4]=[CH:5][C:6]2[O:11][CH:10]([C:12]([F:14])([F:15])[F:13])[C:9]([C:16]([OH:18])=[O:17])=[CH:8][C:7]=2[CH:19]=1. Given the reactants [CH:1]([C:3]1[CH:4]=[CH:5][C:6]2[O:11][CH:10]([C:12]([F:15])([F:14])[F:13])[C:9]([C:16]([OH:18])=[O:17])=[CH:8][C:7]=2[CH:19]=1)=[O:2].[BH4-].[Na+], predict the reaction product. (3) Given the reactants OO.FC(F)(F)C(OO)=[O:6].[Br:11][C:12]1[C:13]([F:41])=[C:14]([C:36](C=O)=[CH:37][CH:38]=1)[O:15][C:16]1[CH:17]=[C:18]([C:29]([NH:31][C:32]([CH3:35])([CH3:34])[CH3:33])=[O:30])[CH:19]=[C:20]([CH:28]=1)[C:21]([NH:23][C:24]([CH3:27])([CH3:26])[CH3:25])=[O:22].P([O-])([O-])([O-])=O.[K+].[K+].[K+].O[Li].O, predict the reaction product. The product is: [Br:11][C:12]1[C:13]([F:41])=[C:14]([C:36]([OH:6])=[CH:37][CH:38]=1)[O:15][C:16]1[CH:17]=[C:18]([C:29]([NH:31][C:32]([CH3:35])([CH3:33])[CH3:34])=[O:30])[CH:19]=[C:20]([CH:28]=1)[C:21]([NH:23][C:24]([CH3:27])([CH3:25])[CH3:26])=[O:22]. (4) Given the reactants [ClH:1].Cl.FC1C=CC(C2C=NC(N3CCNCC3)=NC=2)=CC=1.C(OC([N:29]1[CH2:34][CH2:33][N:32]([C:35]2[N:40]=[CH:39][C:38]([C:41]3[CH:46]=[CH:45][C:44]([C:47]([F:50])([F:49])[F:48])=[CH:43][CH:42]=3)=[CH:37][N:36]=2)[CH2:31][CH2:30]1)=O)(C)(C)C, predict the reaction product. The product is: [ClH:1].[ClH:1].[N:32]1([C:35]2[N:36]=[CH:37][C:38]([C:41]3[CH:42]=[CH:43][C:44]([C:47]([F:49])([F:48])[F:50])=[CH:45][CH:46]=3)=[CH:39][N:40]=2)[CH2:33][CH2:34][NH:29][CH2:30][CH2:31]1.